This data is from Full USPTO retrosynthesis dataset with 1.9M reactions from patents (1976-2016). The task is: Predict the reactants needed to synthesize the given product. (1) Given the product [F:27][C:9]([F:8])([F:26])[C:10]1[CH:11]=[CH:12][C:13]([S:16]([O:19][CH:20]2[CH2:25][CH2:24][N:23]([S:32]([C:28]([CH3:31])([CH3:30])[CH3:29])(=[O:33])=[O:4])[CH2:22][CH2:21]2)(=[O:18])=[O:17])=[CH:14][CH:15]=1, predict the reactants needed to synthesize it. The reactants are: FC(F)(F)C([O-])=[O:4].[F:8][C:9]([F:27])([F:26])[C:10]1[CH:15]=[CH:14][C:13]([S:16]([O:19][CH:20]2[CH2:25][CH2:24][NH:23][CH2:22][CH2:21]2)(=[O:18])=[O:17])=[CH:12][CH:11]=1.[C:28]([S:32](Cl)=[O:33])([CH3:31])([CH3:30])[CH3:29].C(N(CC)CC)C.ClC1C=CC=C(C(OO)=O)C=1. (2) Given the product [CH3:1][C:2]1[CH:7]=[C:6]([CH:5]=[CH:4][C:3]=1[O:11][C:12]1[CH:17]=[CH:16][CH:15]=[C:14]([O:18][C:19]([F:23])([F:24])[CH:20]([F:21])[F:22])[CH:13]=1)[NH2:8], predict the reactants needed to synthesize it. The reactants are: [CH3:1][C:2]1[CH:7]=[C:6]([N+:8]([O-])=O)[CH:5]=[CH:4][C:3]=1[O:11][C:12]1[CH:17]=[CH:16][CH:15]=[C:14]([O:18][C:19]([F:24])([F:23])[CH:20]([F:22])[F:21])[CH:13]=1.[Cl-].[Ca+2].[Cl-].C(O)C. (3) Given the product [Br:1][C:2]1[CH:3]=[C:4]2[C:8](=[CH:9][CH:10]=1)[N:7]([C:12]1[CH:17]=[CH:16][CH:15]=[CH:14][CH:13]=1)[CH:6]=[CH:5]2, predict the reactants needed to synthesize it. The reactants are: [Br:1][C:2]1[CH:3]=[C:4]2[C:8](=[CH:9][CH:10]=1)[NH:7][CH:6]=[CH:5]2.F[C:12]1[CH:17]=[CH:16][CH:15]=[CH:14][CH:13]=1. (4) Given the product [CH3:23][N:20]1[CH2:21][CH2:22][CH:17]([O:16][CH:6]2[C:7]3[CH:15]=[CH:14][CH:13]=[CH:12][C:8]=3[CH2:9][CH2:10][N:11]3[C:5]2=[N:4][C:3]([C:7]2[CH:15]=[CH:14][CH:13]=[CH:12][CH:8]=2)=[C:2]3[C:25]2[CH:30]=[CH:29][CH:28]=[CH:27][CH:26]=2)[CH2:18][CH2:19]1, predict the reactants needed to synthesize it. The reactants are: I[C:2]1[N:11]2[C:5]([CH:6]([O:16][CH:17]3[CH2:22][CH2:21][N:20]([CH3:23])[CH2:19][CH2:18]3)[C:7]3[CH:15]=[CH:14][CH:13]=[CH:12][C:8]=3[CH2:9][CH2:10]2)=[N:4][C:3]=1I.[C:25]1(B(O)O)[CH:30]=[CH:29][CH:28]=[CH:27][CH:26]=1.O. (5) Given the product [CH3:1][O:2][C:3]1[CH:4]=[CH:5][C:6]([C:12]([NH2:14])=[O:13])=[CH:7][C:8]=1[C:9]([NH:19][C:18]1[CH:20]=[CH:21][CH:22]=[CH:23][C:17]=1[O:16][CH3:15])=[O:11], predict the reactants needed to synthesize it. The reactants are: [CH3:1][O:2][C:3]1[C:8]([C:9]([OH:11])=O)=[CH:7][C:6]([C:12]([NH2:14])=[O:13])=[CH:5][CH:4]=1.[CH3:15][O:16][C:17]1[CH:23]=[CH:22][CH:21]=[CH:20][C:18]=1[NH2:19].